Task: Predict the product of the given reaction.. Dataset: Forward reaction prediction with 1.9M reactions from USPTO patents (1976-2016) (1) Given the reactants [NH2:1][CH2:2][C@H:3]1[N:8]([C:9]([C:11]2[N:12]=[C:13]([CH3:23])[S:14][C:15]=2[C:16]2[CH:17]=[C:18]([CH3:22])[CH:19]=[CH:20][CH:21]=2)=[O:10])[CH2:7][C@@H:6]2[C@H:4]1[CH2:5]2.[Cl:24][C:25]1[N:29]([CH3:30])[N:28]=[C:27]([CH3:31])[C:26]=1[C:32](O)=[O:33], predict the reaction product. The product is: [CH3:23][C:13]1[S:14][C:15]([C:16]2[CH:17]=[C:18]([CH3:22])[CH:19]=[CH:20][CH:21]=2)=[C:11]([C:9]([N:8]2[CH2:7][C@@H:6]3[C@@H:4]([CH2:5]3)[C@H:3]2[CH2:2][NH:1][C:32]([C:26]2[C:27]([CH3:31])=[N:28][N:29]([CH3:30])[C:25]=2[Cl:24])=[O:33])=[O:10])[N:12]=1. (2) Given the reactants [CH:1]1([NH2:4])[CH2:3][CH2:2]1.CN(C)/[CH:7]=[C:8](\[N+:14]#[C-:15])/[C:9]([O:11][CH2:12][CH3:13])=[O:10], predict the reaction product. The product is: [CH:1]1([N:4]2[CH:7]=[C:8]([C:9]([O:11][CH2:12][CH3:13])=[O:10])[N:14]=[CH:15]2)[CH2:3][CH2:2]1. (3) Given the reactants [H-].[Na+].[O:3]1[CH2:8][CH2:7][CH2:6][CH2:5][CH:4]1O.Cl[C:11]1[N:12]=[CH:13][C:14]([C:17]([NH:19][C:20]2[CH:34]=[CH:33][C:23]3[CH2:24][CH2:25][N:26]([CH:29]4[CH2:32][CH2:31][CH2:30]4)[CH2:27][CH2:28][C:22]=3[CH:21]=2)=[O:18])=[N:15][CH:16]=1.C[O:36]CCOC, predict the reaction product. The product is: [CH:29]1([N:26]2[CH2:25][CH2:24][C:23]3[CH:33]=[CH:34][C:20]([NH:19][C:17]([C:14]4[CH:13]=[N:12][C:11]([O:36][CH:6]5[CH2:7][CH2:8][O:3][CH2:4][CH2:5]5)=[CH:16][N:15]=4)=[O:18])=[CH:21][C:22]=3[CH2:28][CH2:27]2)[CH2:32][CH2:31][CH2:30]1. (4) Given the reactants Cl.[Br:2][C:3]1[CH:10]=[CH:9][C:6]([CH2:7][NH2:8])=[CH:5][CH:4]=1.C(N(CC)CC)C.[CH:18](O)=[O:19], predict the reaction product. The product is: [Br:2][C:3]1[CH:10]=[CH:9][C:6]([CH2:7][NH:8][CH:18]=[O:19])=[CH:5][CH:4]=1. (5) Given the reactants [Cl:1][C:2]1[CH:7]=[CH:6][C:5]([C:8]2[CH:13]=[C:12]([C:14]([F:17])([F:16])[F:15])[N:11]=[C:10](I)[N:9]=2)=[CH:4][CH:3]=1.[Cl:19][C:20]1[CH:25]=[C:24](I)[CH:23]=[CH:22][N:21]=1, predict the reaction product. The product is: [Cl:1][C:2]1[CH:7]=[CH:6][C:5]([C:8]2[CH:13]=[C:12]([C:14]([F:17])([F:16])[F:15])[N:11]=[C:10]([C:24]3[CH:23]=[CH:22][N:21]=[C:20]([Cl:19])[CH:25]=3)[N:9]=2)=[CH:4][CH:3]=1.